From a dataset of Catalyst prediction with 721,799 reactions and 888 catalyst types from USPTO. Predict which catalyst facilitates the given reaction. (1) Reactant: [N:1]1[C:8]([NH2:9])=[N:7][C:5]([NH2:6])=[N:4][C:2]=1[NH2:3].[OH2:10].[CH2:11]=O. Product: [CH2:11]=[O:10].[N:1]1[C:8]([NH2:9])=[N:7][C:5]([NH2:6])=[N:4][C:2]=1[NH2:3]. The catalyst class is: 6. (2) Reactant: C([O:3][C:4]([C:6]1[NH:7][C:8]2[C:13]([CH:14]=1)=[CH:12][C:11]([Cl:15])=[CH:10][C:9]=2[CH2:16][C:17]#[N:18])=[O:5])C.O[Li].O.Cl. Product: [Cl:15][C:11]1[CH:12]=[C:13]2[C:8](=[C:9]([CH2:16][C:17]#[N:18])[CH:10]=1)[NH:7][C:6]([C:4]([OH:5])=[O:3])=[CH:14]2. The catalyst class is: 636.